This data is from Catalyst prediction with 721,799 reactions and 888 catalyst types from USPTO. The task is: Predict which catalyst facilitates the given reaction. (1) Reactant: F[C:2]1[C:7]([CH:8]2[CH2:12][CH2:11][CH2:10][O:9]2)=[CH:6][CH:5]=[CH:4][N:3]=1.[CH3:13][C:14]1[C:18]([CH:19]=[O:20])=[CH:17][NH:16][N:15]=1.C(=O)([O-])[O-].[K+].[K+]. Product: [CH3:13][C:14]1[C:18]([CH:19]=[O:20])=[CH:17][N:16]([C:2]2[C:7]([CH:8]3[CH2:12][CH2:11][CH2:10][O:9]3)=[CH:6][CH:5]=[CH:4][N:3]=2)[N:15]=1. The catalyst class is: 35. (2) Reactant: [SH:1][C:2]1[NH:3][C:4]2[CH:10]=[C:9]([CH3:11])[CH:8]=[CH:7][C:5]=2[N:6]=1.C(=O)([O-])[O-].[K+].[K+].I[CH2:19][CH2:20][CH2:21]I. Product: [CH3:11][C:9]1[CH:8]=[CH:7][C:5]2[N:6]3[CH2:21][CH2:20][CH2:19][S:1][C:2]3=[N:3][C:4]=2[CH:10]=1. The catalyst class is: 9. (3) Reactant: Cl.[Cl:2][C:3]1[CH:4]=[C:5]2[C:9](=[CH:10][CH:11]=1)[NH:8][CH:7]=[C:6]2[CH2:12][CH2:13][NH2:14].[F:15][C:16]1[CH:17]=[C:18]([N:26]2[CH2:30][CH2:29][CH:28]([C:31](O)=[O:32])[C:27]2=[O:34])[CH:19]=[CH:20][C:21]=1[C:22]([F:25])([F:24])[F:23].CN(C(ON1N=NC2C=CC=NC1=2)=[N+](C)C)C.F[P-](F)(F)(F)(F)F.C(N(CC)C(C)C)(C)C. Product: [Cl:2][C:3]1[CH:4]=[C:5]2[C:9](=[CH:10][CH:11]=1)[NH:8][CH:7]=[C:6]2[CH2:12][CH2:13][NH:14][C:31]([CH:28]1[CH2:29][CH2:30][N:26]([C:18]2[CH:19]=[CH:20][C:21]([C:22]([F:25])([F:23])[F:24])=[C:16]([F:15])[CH:17]=2)[C:27]1=[O:34])=[O:32]. The catalyst class is: 3. (4) Reactant: C1N2CCN(CC2)C1.[CH2:9]([N:16]1[C:25]2[C:20](=[CH:21][CH:22]=[CH:23][N:24]=2)[C:19](Cl)=[C:18]([N+:27]([O-:29])=[O:28])[C:17]1=[O:30])[C:10]1[CH:15]=[CH:14][CH:13]=[CH:12][CH:11]=1.[N:31]1([C:37]([C:39]2[S:40][CH:41]=[CH:42][CH:43]=2)=[O:38])[CH2:36][CH2:35][NH:34][CH2:33][CH2:32]1. Product: [CH2:9]([N:16]1[C:25]2[C:20](=[CH:21][CH:22]=[CH:23][N:24]=2)[C:19]([N:34]2[CH2:35][CH2:36][N:31]([C:37]([C:39]3[S:40][CH:41]=[CH:42][CH:43]=3)=[O:38])[CH2:32][CH2:33]2)=[C:18]([N+:27]([O-:29])=[O:28])[C:17]1=[O:30])[C:10]1[CH:15]=[CH:14][CH:13]=[CH:12][CH:11]=1. The catalyst class is: 6. (5) Reactant: [Cl:1][CH2:2][C:3]([C:5]1[CH:10]=[CH:9][CH:8]=[CH:7][CH:6]=1)=[O:4].[S:11]1[CH:15]=[CH:14][C:13]2[CH:16]=[CH:17][CH:18]=[C:19]([CH:20]([NH:32][C:33]3[CH:38]=[CH:37][CH:36]=[CH:35][CH:34]=3)[C:21]([O:23][C@@H:24]3[CH:29]4[CH2:30][CH2:31][N:26]([CH2:27][CH2:28]4)[CH2:25]3)=[O:22])[C:12]1=2. Product: [Cl-:1].[S:11]1[CH:15]=[CH:14][C:13]2[CH:16]=[CH:17][CH:18]=[C:19]([CH:20]([NH:32][C:33]3[CH:38]=[CH:37][CH:36]=[CH:35][CH:34]=3)[C:21]([O:23][C@@H:24]3[CH:29]4[CH2:28][CH2:27][N+:26]([CH2:2][C:3](=[O:4])[C:5]5[CH:10]=[CH:9][CH:8]=[CH:7][CH:6]=5)([CH2:31][CH2:30]4)[CH2:25]3)=[O:22])[C:12]1=2. The catalyst class is: 25. (6) Reactant: [CH3:1][C@:2]1(O)[CH2:6][C@@H:5](O)[CH:4]=[CH:3]1.[C:9]([O:12][C:13](=O)[CH3:14])(=[O:11])[CH3:10]. Product: [C:9]([O:12][CH2:13][CH3:14])(=[O:11])[CH3:10].[CH3:1][CH2:2][CH2:3][CH2:4][CH2:5][CH3:6]. The catalyst class is: 230. (7) The catalyst class is: 3. Product: [CH3:1][C:2]1[C:6]2[C:7]([O:12][C:13]3[CH:18]=[CH:17][C:16]([NH:19][C:63](=[O:64])[C@H:61]([NH:60][C:58](=[O:59])[O:57][C:54]([CH3:55])([CH3:53])[CH3:56])[CH3:62])=[CH:15][CH:14]=3)=[CH:8][C:9]([CH3:11])=[CH:10][C:5]=2[O:4][N:3]=1. Reactant: [CH3:1][C:2]1[C:6]2[C:7]([O:12][C:13]3[CH:18]=[CH:17][C:16]([NH2:19])=[CH:15][CH:14]=3)=[CH:8][C:9]([CH3:11])=[CH:10][C:5]=2[O:4][N:3]=1.CCN(C(C)C)C(C)C.CN(C(ON1N=NC2C=CC=NC1=2)=[N+](C)C)C.F[P-](F)(F)(F)(F)F.[CH3:53][C:54]([O:57][C:58]([NH:60][C@@H:61]([C:63](O)=[O:64])[CH3:62])=[O:59])([CH3:56])[CH3:55].